Dataset: Full USPTO retrosynthesis dataset with 1.9M reactions from patents (1976-2016). Task: Predict the reactants needed to synthesize the given product. (1) Given the product [CH3:14][O:13][CH:12]=[CH:11][C:10]([O:9][CH2:8][O:7][C:5](=[O:6])[CH:4]=[CH:3][O:2][CH3:1])=[O:17], predict the reactants needed to synthesize it. The reactants are: [CH3:1][O:2][CH:3](OC)[CH2:4][C:5]([O:7][CH2:8][O:9][C:10](=[O:17])[CH2:11][CH:12](OC)[O:13][CH3:14])=[O:6].C1(C)C=CC(S(O)(=O)=O)=CC=1. (2) Given the product [C:52]([O:44][C:43]1[CH:42]=[CH:41][C:25]([CH2:26][NH:27]/[CH:28]=[C:29]2\[C:30](=[O:40])[NH:31][C:32](=[O:39])[C:33]3[C:38]\2=[CH:37][CH:36]=[CH:35][CH:34]=3)=[CH:24][C:23]=1[O:22][C:17](=[O:21])[CH3:18])(=[O:54])[CH3:53], predict the reactants needed to synthesize it. The reactants are: BrC1C=C2C(=CC=1)C=NC/C/2=C\NCC1C=C[CH:18]=[C:17]([OH:21])C=1.[OH:22][C:23]1[CH:24]=[C:25]([CH:41]=[CH:42][C:43]=1[OH:44])[CH2:26][NH:27][CH:28]=[C:29]1[C:38]2[C:33](=[CH:34][CH:35]=[CH:36][CH:37]=2)[C:32](=[O:39])[NH:31][C:30]1=[O:40].C(N(CC)CC)C.[C:52](Cl)(=[O:54])[CH3:53]. (3) Given the product [CH2:1]([C:8]1[S:12][C:11]([NH:13][C:33](=[O:34])[CH2:32][CH2:31][C:30]([C:23]2[CH:24]=[CH:25][C:26]([O:27][CH2:28][CH3:29])=[C:21]([Cl:20])[CH:22]=2)=[O:36])=[CH:10][C:9]=1[C:14]1[CH:19]=[CH:18][CH:17]=[CH:16][CH:15]=1)[C:2]1[CH:3]=[CH:4][CH:5]=[CH:6][CH:7]=1, predict the reactants needed to synthesize it. The reactants are: [CH2:1]([C:8]1[S:12][C:11]([NH2:13])=[CH:10][C:9]=1[C:14]1[CH:19]=[CH:18][CH:17]=[CH:16][CH:15]=1)[C:2]1[CH:7]=[CH:6][CH:5]=[CH:4][CH:3]=1.[Cl:20][C:21]1[CH:22]=[C:23]([C:30](=[O:36])[CH2:31][CH2:32][C:33](O)=[O:34])[CH:24]=[CH:25][C:26]=1[O:27][CH2:28][CH3:29].C1C=CC2N(O)N=NC=2C=1.CCN=C=NCCCN(C)C. (4) Given the product [CH2:13]([O:10][C:7]1[CH:8]=[CH:9][C:4]([N+:1]([O-:3])=[O:2])=[CH:5][CH:6]=1)[C:12]#[CH:11], predict the reactants needed to synthesize it. The reactants are: [N+:1]([C:4]1[CH:9]=[CH:8][C:7]([OH:10])=[CH:6][CH:5]=1)([O-:3])=[O:2].[CH2:11](Br)[C:12]#[CH:13].C([O-])([O-])=O.[K+].[K+].